Predict the product of the given reaction. From a dataset of Forward reaction prediction with 1.9M reactions from USPTO patents (1976-2016). (1) The product is: [O:19]=[C:17]1[N:16]([C:34]([O:36][C:37]([CH3:40])([CH3:39])[CH3:38])=[O:35])[CH:15]([CH2:20][C:21]2[CH:26]=[CH:25][CH:24]=[C:23]([O:27][C:28]([F:32])([F:33])[CH:29]([F:30])[F:31])[CH:22]=2)[CH:14]([C:11]2[CH:12]=[CH:13][C:8]([O:7][C:2]3[CH:3]=[CH:4][CH:5]=[CH:6][N:1]=3)=[CH:9][CH:10]=2)[O:18]1. Given the reactants [N:1]1[CH:6]=[CH:5][CH:4]=[CH:3][C:2]=1[O:7][C:8]1[CH:13]=[CH:12][C:11]([CH:14]2[O:18][C:17](=[O:19])[NH:16][CH:15]2[CH2:20][C:21]2[CH:26]=[CH:25][CH:24]=[C:23]([O:27][C:28]([F:33])([F:32])[CH:29]([F:31])[F:30])[CH:22]=2)=[CH:10][CH:9]=1.[C:34](O[C:34]([O:36][C:37]([CH3:40])([CH3:39])[CH3:38])=[O:35])([O:36][C:37]([CH3:40])([CH3:39])[CH3:38])=[O:35].O, predict the reaction product. (2) Given the reactants [CH2:1]([N:8]1[C:13]2[CH:14]=[C:15]([Cl:20])[C:16]([CH:18]=[O:19])=[CH:17][C:12]=2[O:11][CH:10]([C:21]([N:23]2[CH2:28][CH2:27][C:26]([CH2:31][C:32]3[CH:37]=[CH:36][C:35]([F:38])=[CH:34][CH:33]=3)([C:29]#[N:30])[CH2:25][CH2:24]2)=[O:22])[CH2:9]1)[C:2]1[CH:7]=[CH:6][CH:5]=[CH:4][CH:3]=1.[CH3:39][Mg+].[Br-], predict the reaction product. The product is: [CH2:1]([N:8]1[C:13]2[CH:14]=[C:15]([Cl:20])[C:16]([CH:18]([OH:19])[CH3:39])=[CH:17][C:12]=2[O:11][CH:10]([C:21]([N:23]2[CH2:24][CH2:25][C:26]([CH2:31][C:32]3[CH:33]=[CH:34][C:35]([F:38])=[CH:36][CH:37]=3)([C:29]#[N:30])[CH2:27][CH2:28]2)=[O:22])[CH2:9]1)[C:2]1[CH:7]=[CH:6][CH:5]=[CH:4][CH:3]=1.